Dataset: Catalyst prediction with 721,799 reactions and 888 catalyst types from USPTO. Task: Predict which catalyst facilitates the given reaction. Reactant: [C:1]1([CH2:7][CH2:8][OH:9])[CH:6]=[CH:5][CH:4]=[CH:3][CH:2]=1.C1(P(C2C=CC=CC=2)C2C=CC=CC=2)C=CC=CC=1.[C:29]1(=[O:39])[NH:33][C:32](=[O:34])[C:31]2=[CH:35][CH:36]=[CH:37][CH:38]=[C:30]12.COCCOC(N=NC(OCCOC)=O)=O. Product: [CH2:8]([N:33]1[C:29](=[O:39])[C:30]2[C:31](=[CH:35][CH:36]=[CH:37][CH:38]=2)[C:32]1=[O:34])[CH2:7][C:1]1[CH:2]=[CH:3][CH:4]=[CH:5][CH:6]=1.[C:1]1([CH2:7][CH2:8][OH:9])[CH:6]=[CH:5][CH:4]=[CH:3][CH:2]=1. The catalyst class is: 20.